Dataset: Reaction yield outcomes from USPTO patents with 853,638 reactions. Task: Predict the reaction yield, written as a fraction of the theoretical maximum amount of product (1.0 means a 100% yield; for example, 0.34 means a 34% yield). (1) The reactants are C[O:2][C:3]1[CH:8]=[C:7]([O:9]C)[CH:6]=[CH:5][C:4]=1[C:11]([C:16]1[CH:21]=[CH:20][C:19]([CH:22]([CH3:24])[CH3:23])=[CH:18][CH:17]=1)(O)[CH:12]([CH3:14])[CH3:13].C(=O)([O-])O.[Na+]. The catalyst is Br. The product is [CH:22]([C:19]1[CH:18]=[CH:17][C:16]([CH:11]2[C:4]3[CH:5]=[CH:6][C:7]([OH:9])=[CH:8][C:3]=3[O:2][C:12]2([CH3:14])[CH3:13])=[CH:21][CH:20]=1)([CH3:24])[CH3:23]. The yield is 0.510. (2) The reactants are [CH2:1]([O:3][C:4](=[O:41])[CH2:5][CH:6]1[CH2:11][CH2:10][CH2:9][CH2:8][N:7]1[C:12]1[CH:17]=[C:16]([N:18](C(OC(C)(C)C)=O)[CH2:19][CH2:20][C:21]2[CH:26]=[CH:25][C:24]([O:27][C:28]([F:31])([F:30])[F:29])=[CH:23][CH:22]=2)[N:15]=[C:14]([O:39][CH3:40])[N:13]=1)[CH3:2].[ClH:42]. The catalyst is O1CCOCC1. The product is [ClH:42].[CH2:1]([O:3][C:4](=[O:41])[CH2:5][CH:6]1[CH2:11][CH2:10][CH2:9][CH2:8][N:7]1[C:12]1[CH:17]=[C:16]([NH:18][CH2:19][CH2:20][C:21]2[CH:22]=[CH:23][C:24]([O:27][C:28]([F:30])([F:31])[F:29])=[CH:25][CH:26]=2)[N:15]=[C:14]([O:39][CH3:40])[N:13]=1)[CH3:2]. The yield is 0.800.